This data is from Reaction yield outcomes from USPTO patents with 853,638 reactions. The task is: Predict the reaction yield, written as a fraction of the theoretical maximum amount of product (1.0 means a 100% yield; for example, 0.34 means a 34% yield). (1) The reactants are [CH2:1]([O:3][C:4]([C:6]1[NH:7][C:8]2[C:13]([CH:14]=1)=[CH:12][C:11](Br)=[CH:10][CH:9]=2)=[O:5])[CH3:2].[CH3:16][O:17][C:18]1[CH:23]=[CH:22][C:21](B(O)O)=[CH:20][CH:19]=1.C(P(C(C)(C)C)C1C=CC=CC=1C1C=CC=CC=1)(C)(C)C.[O-]P([O-])([O-])=O.[K+].[K+].[K+]. The catalyst is CC([O-])=O.CC([O-])=O.[Pd+2].C1(C)C=CC=CC=1. The product is [CH2:1]([O:3][C:4]([C:6]1[NH:7][C:8]2[C:13]([CH:14]=1)=[CH:12][C:11]([C:21]1[CH:22]=[CH:23][C:18]([O:17][CH3:16])=[CH:19][CH:20]=1)=[CH:10][CH:9]=2)=[O:5])[CH3:2]. The yield is 0.500. (2) The reactants are [NH2:1][C:2]1[CH:7]=[CH:6][C:5]([CH2:8][CH2:9][CH2:10][C:11]([OH:13])=[O:12])=[CH:4][CH:3]=1.CO.Cl[CH2:17]Cl.C[Si](C=[N+]=[N-])(C)C. The catalyst is C1COCC1. The product is [NH2:1][C:2]1[CH:3]=[CH:4][C:5]([CH2:8][CH2:9][CH2:10][C:11]([O:13][CH3:17])=[O:12])=[CH:6][CH:7]=1. The yield is 0.280. (3) The reactants are [H-].[Na+].[CH2:3]([O:10][C:11]1[CH:12]=[C:13]2[C:17](=[CH:18][CH:19]=1)[NH:16][CH:15]=[CH:14]2)[C:4]1[CH:9]=[CH:8][CH:7]=[CH:6][CH:5]=1.[CH3:20][NH:21][C:22](=O)[O:23]C1C=CC=CC=1.O. The catalyst is CN(C)C=O. The product is [CH3:20][NH:21][C:22]([N:16]1[C:17]2[C:13](=[CH:12][C:11]([O:10][CH2:3][C:4]3[CH:5]=[CH:6][CH:7]=[CH:8][CH:9]=3)=[CH:19][CH:18]=2)[CH:14]=[CH:15]1)=[O:23]. The yield is 0.934. (4) The reactants are N[C:2]1[N:6]([C:7]2[CH:16]=[C:15]3[C:10]([CH2:11][CH2:12][N:13]([C:17]([O:19][C:20]([CH3:23])([CH3:22])[CH3:21])=[O:18])[CH2:14]3)=[CH:9][CH:8]=2)[N:5]=[C:4]([C:24]([CH3:27])([CH3:26])[CH3:25])[CH:3]=1.[C:28](Cl)([O:30][CH2:31][C:32]([Cl:35])([Cl:34])[Cl:33])=[O:29].C([O-])(O)=O.[Na+]. The catalyst is CCOC(C)=O. The product is [C:24]([C:4]1[CH:3]=[C:2]([C:28]([O:30][CH2:31][C:32]([Cl:35])([Cl:34])[Cl:33])=[O:29])[N:6]([C:7]2[CH:16]=[C:15]3[C:10]([CH2:11][CH2:12][N:13]([C:17]([O:19][C:20]([CH3:21])([CH3:23])[CH3:22])=[O:18])[CH2:14]3)=[CH:9][CH:8]=2)[N:5]=1)([CH3:26])([CH3:27])[CH3:25]. The yield is 0.940. (5) The reactants are [C:1]1([CH:7]2[CH2:22][C:15]3([C:19](=[O:20])[NH:18][C:17](=O)[NH:16]3)[C:14]3[C:9](=[CH:10][CH:11]=[CH:12][CH:13]=3)[O:8]2)[CH:6]=[CH:5][CH:4]=[CH:3][CH:2]=1.COC1C=CC(P2(SP(C3C=CC(OC)=CC=3)(=S)S2)=[S:32])=CC=1. The catalyst is O1CCOCC1. The product is [C:1]1([CH:7]2[CH2:22][C:15]3([C:19](=[O:20])[NH:18][C:17](=[S:32])[NH:16]3)[C:14]3[C:9](=[CH:10][CH:11]=[CH:12][CH:13]=3)[O:8]2)[CH:6]=[CH:5][CH:4]=[CH:3][CH:2]=1. The yield is 0.500. (6) The reactants are [ClH:1].[CH3:2][O:3][C:4]([C:6]1([NH2:12])[CH2:11][CH2:10][CH2:9][CH2:8][CH2:7]1)=[O:5].O.ON1[C:19]2[CH:20]=[CH:21][CH:22]=[CH:23][C:18]=2N=N1.[ClH:24].CN(C)[CH2:27][CH2:28][CH2:29][N:30]=[C:31]=[N:32][CH2:33][CH3:34].[C:36](=[O:39])([O-])O.[Na+]. The catalyst is ClCCl.C(N(CC)CC)C. The product is [Cl:1][C:18]1[CH:23]=[CH:22][CH:21]=[CH:20][C:19]=1[C:34]1[CH:33]=[N:32][C:31]2[N:30]([N:12]=[CH:6][C:4]=2[C:36](=[O:39])[NH:12][C:6]2([C:4]([O:3][CH3:2])=[O:5])[CH2:7][CH2:8][CH2:9][CH2:10][CH2:11]2)[C:29]=1[C:28]1[CH:27]=[CH:10][C:9]([Cl:24])=[CH:8][CH:7]=1. The yield is 0.930. (7) The reactants are O[CH:2]([C:16]1[CH:21]=[CH:20][CH:19]=[CH:18][C:17]=1[S:22]([N:25]1[CH2:29][CH2:28][CH2:27][CH2:26]1)(=[O:24])=[O:23])[C:3]1[C:11]2[C:10](=[O:12])[CH2:9][C:8]([CH3:14])([CH3:13])[CH2:7][C:6]=2[NH:5][C:4]=1[CH3:15].FC(F)(F)S(O[Si](C)(C)C)(=O)=O.C([SiH](CC)CC)C.C(=O)(O)[O-].[Na+]. The catalyst is ClCCl. The product is [CH3:15][C:4]1[NH:5][C:6]2[CH2:7][C:8]([CH3:14])([CH3:13])[CH2:9][C:10](=[O:12])[C:11]=2[C:3]=1[CH2:2][C:16]1[CH:21]=[CH:20][CH:19]=[CH:18][C:17]=1[S:22]([N:25]1[CH2:26][CH2:27][CH2:28][CH2:29]1)(=[O:24])=[O:23]. The yield is 0.940.